From a dataset of Reaction yield outcomes from USPTO patents with 853,638 reactions. Predict the reaction yield, written as a fraction of the theoretical maximum amount of product (1.0 means a 100% yield; for example, 0.34 means a 34% yield). (1) The reactants are [C:1]([C:3]1[CH:8]=[CH:7][C:6](B(O)O)=[CH:5][CH:4]=1)#[N:2].Br[C:13]1[CH:18]=[CH:17][C:16]([OH:19])=[C:15]([F:20])[CH:14]=1.O.[O-]P([O-])([O-])=O.[K+].[K+].[K+]. The catalyst is CC(O)C.O. The product is [F:20][C:15]1[CH:14]=[C:13]([C:6]2[CH:7]=[CH:8][C:3]([C:1]#[N:2])=[CH:4][CH:5]=2)[CH:18]=[CH:17][C:16]=1[OH:19]. The yield is 0.550. (2) The reactants are FC1C=C(F)C=CC=1CN1C(=O)C=CC(CO)=N1.[O:19]=[C:20]1[N:25]([CH2:26][C:27]([F:30])([F:29])[F:28])[N:24]=[C:23]([C:31](OCC)=[O:32])[CH2:22][CH2:21]1.[BH4-].[Na+]. The catalyst is CO. The product is [OH:32][CH2:31][C:23]1[CH2:22][CH2:21][C:20](=[O:19])[N:25]([CH2:26][C:27]([F:30])([F:28])[F:29])[N:24]=1. The yield is 0.240. (3) The reactants are [O:1]1[C:5]2[CH:6]=[CH:7][C:8]([C:10]([OH:12])=O)=[CH:9][C:4]=2[CH:3]=[CH:2]1.[CH3:13][CH2:14][CH2:15][CH:16]([NH2:20])[CH2:17][CH2:18][CH3:19]. No catalyst specified. The product is [CH3:13][CH2:14][CH2:15][CH:16]([NH:20][C:10]([C:8]1[CH:7]=[CH:6][C:5]2[O:1][CH:2]=[CH:3][C:4]=2[CH:9]=1)=[O:12])[CH2:17][CH2:18][CH3:19]. The yield is 0.410. (4) The reactants are [CH2:1]([O:3][C:4]1[CH:5]=[C:6]([C:13]2[O:17][N:16]=[C:15]([C:18]3[CH:19]=[CH:20][C:21]4[O:25][C:24]([CH:26]([OH:28])C)=[CH:23][C:22]=4[CH:29]=3)[N:14]=2)[CH:7]=[CH:8][C:9]=1[O:10][CH2:11][CH3:12])[CH3:2]. The catalyst is O1CCOCC1.O=[Mn]=O. The product is [CH2:1]([O:3][C:4]1[CH:5]=[C:6]([C:13]2[O:17][N:16]=[C:15]([C:18]3[CH:19]=[CH:20][C:21]4[O:25][C:24]([CH:26]=[O:28])=[CH:23][C:22]=4[CH:29]=3)[N:14]=2)[CH:7]=[CH:8][C:9]=1[O:10][CH2:11][CH3:12])[CH3:2]. The yield is 1.00. (5) The reactants are [O:1]1[CH2:5][CH2:4][NH:3]C1=O.[OH-].[Li+].O.[C:10]([OH:16])([C:12]([F:15])([F:14])[F:13])=[O:11].[CH2:17]1COC[CH2:18]1. The catalyst is CO. The product is [F:13][C:12]([F:15])([F:14])[C:10]([O-:16])=[O:11].[F:13][C:12]1([F:15])[CH2:10][CH2:18][CH2:17][C@H:5]([OH:1])[C@@H:4]1[NH3+:3]. The yield is 1.00.